From a dataset of Full USPTO retrosynthesis dataset with 1.9M reactions from patents (1976-2016). Predict the reactants needed to synthesize the given product. Given the product [Br:5][C:6]1[CH:11]=[CH:10][C:9]([O:12][CH:2]([CH3:4])[CH3:3])=[C:8]([O:13][CH3:14])[CH:7]=1, predict the reactants needed to synthesize it. The reactants are: Br[CH:2]([CH3:4])[CH3:3].[Br:5][C:6]1[CH:11]=[CH:10][C:9]([OH:12])=[C:8]([O:13][CH3:14])[CH:7]=1.C([O-])([O-])=O.[K+].[K+].CS(C)=O.